Dataset: Full USPTO retrosynthesis dataset with 1.9M reactions from patents (1976-2016). Task: Predict the reactants needed to synthesize the given product. (1) The reactants are: CON(C)[C:4]([CH:6]1[CH2:11][CH2:10][N:9]([CH2:12][C:13]2[CH:18]=[CH:17][CH:16]=[CH:15][CH:14]=2)[CH2:8][CH:7]1[C:19]1[CH:24]=[CH:23][C:22]([Cl:25])=[CH:21][CH:20]=1)=[O:5].[CH3:27][Mg]Br. Given the product [CH2:12]([N:9]1[CH2:10][CH2:11][CH:6]([C:4](=[O:5])[CH3:27])[CH:7]([C:19]2[CH:24]=[CH:23][C:22]([Cl:25])=[CH:21][CH:20]=2)[CH2:8]1)[C:13]1[CH:18]=[CH:17][CH:16]=[CH:15][CH:14]=1, predict the reactants needed to synthesize it. (2) The reactants are: Br[C:2]1[CH:3]=[C:4]2[C:9](=[CH:10][CH:11]=1)[N:8]([C@@H:12]([CH:22]([CH3:24])[CH3:23])[CH2:13][O:14][Si:15]([C:18]([CH3:21])([CH3:20])[CH3:19])([CH3:17])[CH3:16])[CH:7]=[C:6]([C:25]([O:27][CH2:28][CH3:29])=[O:26])[C:5]2=[O:30].[F:31][C:32]1[CH:37]=[CH:36][C:35]([CH2:38][NH2:39])=[CH:34][CH:33]=1.C1C=CC(P(C2C(C3C(P(C4C=CC=CC=4)C4C=CC=CC=4)=CC=C4C=3C=CC=C4)=C3C(C=CC=C3)=CC=2)C2C=CC=CC=2)=CC=1.C([O-])([O-])=O.[Cs+].[Cs+]. Given the product [Si:15]([O:14][CH2:13][C@@H:12]([N:8]1[C:9]2[C:4](=[CH:3][C:2]([NH:39][CH2:38][C:35]3[CH:36]=[CH:37][C:32]([F:31])=[CH:33][CH:34]=3)=[CH:11][CH:10]=2)[C:5](=[O:30])[C:6]([C:25]([O:27][CH2:28][CH3:29])=[O:26])=[CH:7]1)[CH:22]([CH3:23])[CH3:24])([C:18]([CH3:19])([CH3:20])[CH3:21])([CH3:17])[CH3:16], predict the reactants needed to synthesize it. (3) Given the product [CH2:1]([N:3]1[C:7]2[N:8]=[C:9]([C:18]3[CH:23]=[CH:22][C:21]([NH:24][C:25]([NH:27][C:28]4[CH:29]=[CH:30][C:31]([C:32]([NH:37][CH2:38][CH2:39][N:40]5[CH2:44][CH2:43][CH2:42][CH2:41]5)=[O:34])=[CH:35][CH:36]=4)=[O:26])=[CH:20][CH:19]=3)[N:10]=[C:11]([N:12]3[CH2:17][CH2:16][O:15][CH2:14][CH2:13]3)[C:6]=2[CH:5]=[CH:4]1)[CH3:2], predict the reactants needed to synthesize it. The reactants are: [CH2:1]([N:3]1[C:7]2[N:8]=[C:9]([C:18]3[CH:23]=[CH:22][C:21]([NH:24][C:25]([NH:27][C:28]4[CH:36]=[CH:35][C:31]([C:32]([OH:34])=O)=[CH:30][CH:29]=4)=[O:26])=[CH:20][CH:19]=3)[N:10]=[C:11]([N:12]3[CH2:17][CH2:16][O:15][CH2:14][CH2:13]3)[C:6]=2[CH:5]=[CH:4]1)[CH3:2].[NH2:37][CH2:38][CH2:39][N:40]1[CH2:44][CH2:43][CH2:42][CH2:41]1. (4) Given the product [Cl:36][C:32]1[CH:31]=[C:30]([C:28]2[N:27]=[CH:26][N:25]=[C:24]([N:19]([CH2:18][C:15]3[CH:16]=[CH:17][C:12]([S:11][C:2]([CH3:10])([CH3:1])[C:3]([O:5][C:6]([CH3:9])([CH3:8])[CH3:7])=[O:4])=[CH:13][CH:14]=3)[CH2:20][C:21]#[CH:22])[CH:29]=2)[CH:35]=[CH:34][CH:33]=1, predict the reactants needed to synthesize it. The reactants are: [CH3:1][C:2]([S:11][C:12]1[CH:17]=[CH:16][C:15]([CH2:18][NH:19][CH2:20][C:21]#[CH:22])=[CH:14][CH:13]=1)([CH3:10])[C:3]([O:5][C:6]([CH3:9])([CH3:8])[CH3:7])=[O:4].Cl[C:24]1[CH:29]=[C:28]([C:30]2[CH:35]=[CH:34][CH:33]=[C:32]([Cl:36])[CH:31]=2)[N:27]=[CH:26][N:25]=1.CCN(C(C)C)C(C)C. (5) Given the product [CH2:1]([O:8][CH:9]1[CH2:14][C:13]([F:16])([F:15])[CH2:12][CH2:11][CH:10]1[NH:26][C@H:24]([C:18]1[CH:23]=[CH:22][CH:21]=[CH:20][CH:19]=1)[CH3:25])[C:2]1[CH:7]=[CH:6][CH:5]=[CH:4][CH:3]=1, predict the reactants needed to synthesize it. The reactants are: [CH2:1]([O:8][CH:9]1[CH2:14][C:13]([F:16])([F:15])[CH2:12][CH2:11][C:10]1=O)[C:2]1[CH:7]=[CH:6][CH:5]=[CH:4][CH:3]=1.[C:18]1([C@@H:24]([NH2:26])[CH3:25])[CH:23]=[CH:22][CH:21]=[CH:20][CH:19]=1.C(O)(=O)C.C(O[BH-](OC(=O)C)OC(=O)C)(=O)C.[Na+]. (6) The reactants are: [NH:1]([C:3]1[CH:12]=[CH:11][CH:10]=[C:9]2[C:4]=1[CH:5]=[CH:6][CH:7]=[N:8]2)[NH2:2].[S:13]1[CH:17]=[CH:16][CH:15]=[C:14]1[C:18]1([C:21](O)=[O:22])[CH2:20][CH2:19]1. Given the product [N:8]1[C:9]2[C:4](=[C:3]([NH:1][NH:2][C:21]([C:18]3([C:14]4[S:13][CH:17]=[CH:16][CH:15]=4)[CH2:20][CH2:19]3)=[O:22])[CH:12]=[CH:11][CH:10]=2)[CH:5]=[CH:6][CH:7]=1, predict the reactants needed to synthesize it. (7) Given the product [S:16]1[C:12]([CH2:11][O:10][C:9]([NH:49][CH2:48][CH2:47][CH2:46][NH:45][C:38](=[O:39])[O:40][C:41]([CH3:42])([CH3:43])[CH3:44])=[O:17])=[CH:13][N:14]=[CH:15]1, predict the reactants needed to synthesize it. The reactants are: C(N(CCCN(CC1C=CC=CC=1)[C:9]([O:10][CH2:11][C:12]1[S:16][CH:15]=[N:14][CH:13]=1)=[O:17])[C:9](=[O:17])[O:10][CH2:11][C:12]1[S:16][CH:15]=[N:14][CH:13]=1)C1C=CC=CC=1.[C:38]([NH:45][CH2:46][CH2:47][CH2:48][NH2:49])([O:40][C:41]([CH3:44])([CH3:43])[CH3:42])=[O:39].C(N(C(C)C)CC)(C)C. (8) The reactants are: [CH3:1][C:2]1[N:7]=C(N)[CH:5]=[CH:4][C:3]=1[N+:9]([O-:11])=[O:10].[H-].[Na+].CI.[CH3:16][N:17]([CH:19]=O)[CH3:18]. Given the product [CH3:16][N:17]([CH3:18])[C:19]1[CH:5]=[CH:4][C:3]([N+:9]([O-:11])=[O:10])=[C:2]([CH3:1])[N:7]=1, predict the reactants needed to synthesize it. (9) Given the product [Cl:15][CH:13]([C:12]1[N:33]([C:30]2[CH:31]=[CH:32][C:27]([CH3:26])=[CH:28][C:29]=2[CH3:17])[C:7](=[O:9])[C:6]2[C:5](=[CH:4][CH:3]=[CH:2][CH:10]=2)[N:11]=1)[CH3:14], predict the reactants needed to synthesize it. The reactants are: Br[C:2]1[CH:3]=[CH:4][C:5]([NH:11][C:12](=O)[CH:13]([Cl:15])[CH3:14])=[C:6]([CH:10]=1)[C:7]([OH:9])=O.[CH3:17]OC1C=CC(N)=CC=1.[CH3:26][C:27]1[CH:32]=[CH:31][C:30]([NH2:33])=[CH:29][CH:28]=1. (10) Given the product [CH3:22][S:23]([NH:1][C:2]1[CH:11]=[C:6]([C:7]([O:9][CH3:10])=[O:8])[CH:5]=[C:4]([CH:3]=1)[C:12]([O:14][CH3:15])=[O:13])(=[O:25])=[O:24], predict the reactants needed to synthesize it. The reactants are: [NH2:1][C:2]1[CH:3]=[C:4]([C:12]([O:14][CH3:15])=[O:13])[CH:5]=[C:6]([CH:11]=1)[C:7]([O:9][CH3:10])=[O:8].N1C=CC=CC=1.[CH3:22][S:23](Cl)(=[O:25])=[O:24].